This data is from Reaction yield outcomes from USPTO patents with 853,638 reactions. The task is: Predict the reaction yield, written as a fraction of the theoretical maximum amount of product (1.0 means a 100% yield; for example, 0.34 means a 34% yield). (1) The reactants are [F:1][C:2]1[CH:26]=[CH:25][CH:24]=[C:23]([F:27])[C:3]=1[CH2:4][C@H:5]1[CH2:10][C@@H:9]([C:11](=[O:18])[CH2:12][C:13](OCC)=[O:14])[CH2:8][CH2:7][N:6]1[C:19]([O:21][CH3:22])=[O:20].[OH-].[Na+].[NH2:30]O.Cl. The catalyst is CO.O. The product is [F:1][C:2]1[CH:26]=[CH:25][CH:24]=[C:23]([F:27])[C:3]=1[CH2:4][C@H:5]1[CH2:10][C@@H:9]([C:11]2[O:18][NH:30][C:13](=[O:14])[CH:12]=2)[CH2:8][CH2:7][N:6]1[C:19]([O:21][CH3:22])=[O:20]. The yield is 0.558. (2) The reactants are [Br-].[CH2:2]([P+](C1C=CC=CC=1)(C1C=CC=CC=1)C1C=CC=CC=1)[C:3]1[CH:8]=[CH:7][CH:6]=[CH:5][CH:4]=1.CC(C)([O-])C.[K+].[F:34][CH:35]1[C:40](=O)[CH2:39][CH2:38][N:37]([C:42]([O:44][C:45]([CH3:48])([CH3:47])[CH3:46])=[O:43])[CH2:36]1. The catalyst is C1COCC1. The product is [CH:2](=[C:40]1[CH2:39][CH2:38][N:37]([C:42]([O:44][C:45]([CH3:47])([CH3:46])[CH3:48])=[O:43])[CH2:36][CH:35]1[F:34])[C:3]1[CH:4]=[CH:5][CH:6]=[CH:7][CH:8]=1. The yield is 0.570. (3) The reactants are [CH2:1]([CH:9]1[CH2:14][CH2:13][CH2:12][NH:11][CH2:10]1)[CH2:2][C:3]1[CH:8]=[CH:7][CH:6]=[CH:5][CH:4]=1.[CH:15]([C:17]1[CH:32]=[CH:31][C:20]([O:21][C:22]2[CH:30]=[CH:29][C:25]([C:26]([NH2:28])=[O:27])=[CH:24][N:23]=2)=[CH:19][CH:18]=1)=O.C(O[BH-](OC(=O)C)OC(=O)C)(=O)C.[Na+].C(O)(=O)C. The catalyst is ClCCCl.CO.C(Cl)Cl. The product is [CH2:1]([CH:9]1[CH2:14][CH2:13][CH2:12][N:11]([CH2:15][C:17]2[CH:32]=[CH:31][C:20]([O:21][C:22]3[CH:30]=[CH:29][C:25]([C:26]([NH2:28])=[O:27])=[CH:24][N:23]=3)=[CH:19][CH:18]=2)[CH2:10]1)[CH2:2][C:3]1[CH:8]=[CH:7][CH:6]=[CH:5][CH:4]=1. The yield is 0.490. (4) The reactants are C([O:5][C:6]([C:8]1[CH:30]=[CH:29][C:11]([O:12][C:13]2[CH:22]=[C:21]3[C:16]([CH:17]([C:23]([O:25][CH3:26])=[O:24])[CH2:18][CH2:19][O:20]3)=[CH:15][C:14]=2[C:27]#[N:28])=[C:10]([CH3:31])[CH:9]=1)=[O:7])(C)(C)C.C(O)(C(F)(F)F)=O. The catalyst is ClCCl. The product is [C:27]([C:14]1[CH:15]=[C:16]2[C:21](=[CH:22][C:13]=1[O:12][C:11]1[CH:29]=[CH:30][C:8]([C:6]([OH:7])=[O:5])=[CH:9][C:10]=1[CH3:31])[O:20][CH2:19][CH2:18][CH:17]2[C:23]([O:25][CH3:26])=[O:24])#[N:28]. The yield is 0.890.